Dataset: Full USPTO retrosynthesis dataset with 1.9M reactions from patents (1976-2016). Task: Predict the reactants needed to synthesize the given product. (1) Given the product [F:1][C:2]1[CH:3]=[CH:4][CH:5]=[C:6]2[C:11]=1[NH:10][C:9](=[O:12])[C:8]([CH2:13][NH:32][CH:29]([CH3:31])[CH3:30])=[CH:7]2, predict the reactants needed to synthesize it. The reactants are: [F:1][C:2]1[CH:3]=[CH:4][CH:5]=[C:6]2[C:11]=1[NH:10][C:9](=[O:12])[C:8]([CH:13]=O)=[CH:7]2.C(O[BH-](OC(=O)C)OC(=O)C)(=O)C.[Na+].[CH:29]([NH2:32])([CH3:31])[CH3:30]. (2) Given the product [C:30]1([NH:29][C:27](=[O:28])[O:26][CH2:25][C@H:15]2[CH2:14][C@@H:13]([NH:12][S:9]([C:3]3[CH:4]=[C:5]([Br:8])[CH:6]=[CH:7][C:2]=3[Br:1])(=[O:10])=[O:11])[CH2:17][N:16]2[C:18]#[N:39])[CH:31]=[CH:32][CH:33]=[CH:34][CH:35]=1, predict the reactants needed to synthesize it. The reactants are: [Br:1][C:2]1[CH:7]=[CH:6][C:5]([Br:8])=[CH:4][C:3]=1[S:9]([NH:12][C@H:13]1[CH2:17][N:16]([C:18](OC(C)(C)C)=O)[C@@H:15]([CH2:25][O:26][C:27]([NH:29][C:30]2[CH:35]=[CH:34][CH:33]=[CH:32][CH:31]=2)=[O:28])[CH2:14]1)(=[O:11])=[O:10].Cl.CC[N:39](C(C)C)C(C)C.BrC#N.C(O)C(N)(CO)CO. (3) The reactants are: F[C:2](F)(F)[C:3]([O-])=O.[CH3:8][O:9][C:10]1[CH:15]=[C:14]([O:16][CH3:17])[CH:13]=[CH:12][C:11]=1[CH2:18][NH2:19].[S:20]1[CH:24]=[CH:23][N:22]=[C:21]1[N:25]1[CH:29]=[CH:28][CH:27]=[C:26]1[CH:30]=O. Given the product [CH3:8][O:9][C:10]1[CH:15]=[C:14]([O:16][CH3:17])[CH:13]=[CH:12][C:11]=1[CH2:18][N:19]([CH2:30][C:26]1[N:25]([C:21]2[S:20][CH:2]=[CH:3][N:22]=2)[CH:29]=[CH:28][CH:27]=1)[CH2:30][C:26]1[N:25]([C:21]2[S:20][CH:24]=[CH:23][N:22]=2)[CH:29]=[CH:28][CH:27]=1, predict the reactants needed to synthesize it.